From a dataset of Full USPTO retrosynthesis dataset with 1.9M reactions from patents (1976-2016). Predict the reactants needed to synthesize the given product. Given the product [CH3:9][O:8][C:5]1[CH:4]=[CH:3][C:2]([B:10]2[O:14][C:13]([CH3:16])([CH3:15])[C:12]([CH3:18])([CH3:17])[O:11]2)=[CH:7][N:6]=1, predict the reactants needed to synthesize it. The reactants are: Br[C:2]1[CH:3]=[CH:4][C:5]([O:8][CH3:9])=[N:6][CH:7]=1.[B:10]1([B:10]2[O:14][C:13]([CH3:16])([CH3:15])[C:12]([CH3:18])([CH3:17])[O:11]2)[O:14][C:13]([CH3:16])([CH3:15])[C:12]([CH3:18])([CH3:17])[O:11]1.C([O-])(=O)C.[K+].